The task is: Regression/Classification. Given a drug SMILES string, predict its toxicity properties. Task type varies by dataset: regression for continuous values (e.g., LD50, hERG inhibition percentage) or binary classification for toxic/non-toxic outcomes (e.g., AMES mutagenicity, cardiotoxicity, hepatotoxicity). Dataset: ld50_zhu.. This data is from Acute oral toxicity (LD50) regression data from Zhu et al.. (1) The molecule is CC(C)C(C(=O)OC(C#N)c1cccc(Oc2ccccc2)c1)c1ccc(OC(F)F)cc1. The rat oral LD50 is 3.83, given as -log10 of the dose in mol/kg body weight (higher means more acutely toxic). (2) The molecule is O=C(O)C(F)(F)C(F)(F)C(F)(F)C(F)(F)C(F)(F)C(F)(F)C(F)(F)C(F)(F)C(F)(F)C(F)F. The rat oral LD50 is 3.02, given as -log10 of the dose in mol/kg body weight (higher means more acutely toxic).